This data is from Catalyst prediction with 721,799 reactions and 888 catalyst types from USPTO. The task is: Predict which catalyst facilitates the given reaction. (1) Reactant: C(=O)([O-])[O-].[K+].[K+].[OH:7][C:8]1[CH:15]=[C:14]([O:16][CH2:17][C:18]2[C:19]([CH3:30])=[C:20]([C:24]3[CH:29]=[CH:28][CH:27]=[CH:26][CH:25]=3)[CH:21]=[CH:22][CH:23]=2)[CH:13]=[CH:12][C:9]=1[CH:10]=[O:11].Br[CH2:32][C:33]1[CH:34]=[CH:35][C:36]([F:41])=[C:37]([CH:40]=1)[C:38]#[N:39].Cl. Product: [F:41][C:36]1[CH:35]=[CH:34][C:33]([CH2:32][O:7][C:8]2[CH:15]=[C:14]([O:16][CH2:17][C:18]3[C:19]([CH3:30])=[C:20]([C:24]4[CH:29]=[CH:28][CH:27]=[CH:26][CH:25]=4)[CH:21]=[CH:22][CH:23]=3)[CH:13]=[CH:12][C:9]=2[CH:10]=[O:11])=[CH:40][C:37]=1[C:38]#[N:39]. The catalyst class is: 9. (2) Product: [Cl:8][C:6]1[N:5]=[C:4]([NH:9][CH3:10])[N:3]=[C:2]([N:18]2[C@H:13]([CH2:11][CH3:12])[CH2:14][O:15][C@H:16]([C:19]([NH:21][CH2:22][C:23]3[CH:28]=[CH:27][CH:26]=[CH:25][CH:24]=3)=[O:20])[CH2:17]2)[CH:7]=1. The catalyst class is: 144. Reactant: Cl[C:2]1[CH:7]=[C:6]([Cl:8])[N:5]=[C:4]([NH:9][CH3:10])[N:3]=1.[CH2:11]([C@H:13]1[NH:18][CH2:17][C@@H:16]([C:19]([NH:21][CH2:22][C:23]2[CH:28]=[CH:27][CH:26]=[CH:25][CH:24]=2)=[O:20])[O:15][CH2:14]1)[CH3:12].CCN(C(C)C)C(C)C. (3) Reactant: [Cl:1][C:2]1[N:6]([CH2:7][C:8]([O:10]CC)=[O:9])[N:5]=[C:4]([C:13]([F:16])([F:15])[F:14])[CH:3]=1.[OH-].[Na+].Cl. Product: [Cl:1][C:2]1[N:6]([CH2:7][C:8]([OH:10])=[O:9])[N:5]=[C:4]([C:13]([F:16])([F:14])[F:15])[CH:3]=1. The catalyst class is: 30. (4) Reactant: [S:1](=[O:26])(=[O:25])([O:3][CH2:4][C@@H:5]1[C@@H:12]2[C@@H:8]([O:9][C:10]([CH3:14])([CH3:13])[O:11]2)[C@H:7]([N:15]2[CH:23]=[N:22][C:21]3[C:16]2=[N:17][CH:18]=[N:19][C:20]=3Cl)[O:6]1)[NH2:2].[Na+].[I-:28].FC(F)(F)C(O)=O. Product: [S:1](=[O:26])(=[O:25])([O:3][CH2:4][C@@H:5]1[C@@H:12]2[C@@H:8]([O:9][C:10]([CH3:14])([CH3:13])[O:11]2)[C@H:7]([N:15]2[CH:23]=[N:22][C:21]3[C:16]2=[N:17][CH:18]=[N:19][C:20]=3[I:28])[O:6]1)[NH2:2]. The catalyst class is: 131. (5) Reactant: [Si]([O:8][C:9]1[CH:14]=[CH:13][C:12]([C@@H:15]([N:17]([C:23]([O:25][C:26]2[CH:31]=[CH:30][CH:29]=[C:28]([O:32][CH3:33])[CH:27]=2)=[O:24])[CH2:18][C:19]([O:21][CH3:22])=[O:20])[CH3:16])=[CH:11][CH:10]=1)(C(C)(C)C)(C)C.[N+](CCCC)(CCCC)(CCCC)CCCC.[F-]. Product: [OH:8][C:9]1[CH:14]=[CH:13][C:12]([C@@H:15]([N:17]([C:23]([O:25][C:26]2[CH:31]=[CH:30][CH:29]=[C:28]([O:32][CH3:33])[CH:27]=2)=[O:24])[CH2:18][C:19]([O:21][CH3:22])=[O:20])[CH3:16])=[CH:11][CH:10]=1. The catalyst class is: 1. (6) Reactant: [CH3:1][O:2][C:3]1[C:8]([C:9]2[CH2:13][O:12][CH2:11][C:10]=2[C:14](OCC)=[O:15])=[CH:7][CH:6]=[CH:5][N:4]=1.[H-].[H-].[H-].[H-].[Li+].[Al+3]. Product: [CH3:1][O:2][C:3]1[C:8]([C:9]2[CH2:13][O:12][CH2:11][C:10]=2[CH2:14][OH:15])=[CH:7][CH:6]=[CH:5][N:4]=1. The catalyst class is: 1. (7) Product: [F:33][CH:31]([F:32])[O:30][C:8]1[C:7]2[C:12](=[C:13]([F:16])[CH:14]=[CH:15][C:6]=2[O:5][CH2:4][C:3]([OH:34])=[O:2])[N:11]=[C:10]([CH2:17][CH3:18])[C:9]=1[CH2:19][C:20]1[CH:25]=[CH:24][C:23]([S:26]([CH3:29])(=[O:28])=[O:27])=[CH:22][CH:21]=1. The catalyst class is: 15. Reactant: C[O:2][C:3](=[O:34])[CH2:4][O:5][C:6]1[CH:15]=[CH:14][C:13]([F:16])=[C:12]2[C:7]=1[C:8]([O:30][CH:31]([F:33])[F:32])=[C:9]([CH2:19][C:20]1[CH:25]=[CH:24][C:23]([S:26]([CH3:29])(=[O:28])=[O:27])=[CH:22][CH:21]=1)[C:10]([CH2:17][CH3:18])=[N:11]2.CO.[OH-].[Li+].O. (8) Reactant: [CH2:1]([O:8][C:9]1[C:10]([CH2:16]O)=[N:11][C:12]([CH3:15])=[CH:13][CH:14]=1)[C:2]1[CH:7]=[CH:6][CH:5]=[CH:4][CH:3]=1.C(Br)(Br)(Br)[Br:19].C1(P(C2C=CC=CC=2)C2C=CC=CC=2)C=CC=CC=1. Product: [CH2:1]([O:8][C:9]1[C:10]([CH2:16][Br:19])=[N:11][C:12]([CH3:15])=[CH:13][CH:14]=1)[C:2]1[CH:7]=[CH:6][CH:5]=[CH:4][CH:3]=1. The catalyst class is: 2. (9) Reactant: [N-:1]=[N+:2]=[N-:3].[Na+].CS(O[CH2:10][CH2:11][O:12][C:13]1[CH:18]=[CH:17][C:16]([CH2:19][CH:20]([CH2:26][CH2:27][O:28][C:29]2[CH:34]=[CH:33][CH:32]=[CH:31][CH:30]=2)[C:21]([O:23][CH2:24][CH3:25])=[O:22])=[CH:15][CH:14]=1)(=O)=O. The catalyst class is: 9. Product: [N:1]([CH2:10][CH2:11][O:12][C:13]1[CH:14]=[CH:15][C:16]([CH2:19][CH:20]([CH2:26][CH2:27][O:28][C:29]2[CH:30]=[CH:31][CH:32]=[CH:33][CH:34]=2)[C:21]([O:23][CH2:24][CH3:25])=[O:22])=[CH:17][CH:18]=1)=[N+:2]=[N-:3].